From a dataset of Full USPTO retrosynthesis dataset with 1.9M reactions from patents (1976-2016). Predict the reactants needed to synthesize the given product. (1) Given the product [F:10][C:11]([F:32])([F:33])[CH2:12][NH:13][C:14]([C:16]1([CH2:29][CH2:30][CH2:31][OH:34])[C:28]2[CH:27]=[CH:26][CH:25]=[CH:24][C:23]=2[C:22]2[C:17]1=[CH:18][CH:19]=[CH:20][CH:21]=2)=[O:15], predict the reactants needed to synthesize it. The reactants are: C12BC(CCC1)CCC2.[F:10][C:11]([F:33])([F:32])[CH2:12][NH:13][C:14]([C:16]1([CH2:29][CH:30]=[CH2:31])[C:28]2[CH:27]=[CH:26][CH:25]=[CH:24][C:23]=2[C:22]2[C:17]1=[CH:18][CH:19]=[CH:20][CH:21]=2)=[O:15].[OH-:34].[Na+].OO. (2) Given the product [Cl:1][C:2]1[CH:3]=[C:4]([NH:9][C:10]2[C:19]3[C:14](=[CH:15][CH:16]=[C:17]([C:32]4[CH:31]=[CH:30][CH:29]=[C:28]([Cl:27])[CH:33]=4)[CH:18]=3)[N:13]=[C:12]([C:21]3[CH:22]=[N:23][CH:24]=[CH:25][CH:26]=3)[N:11]=2)[CH:5]=[CH:6][C:7]=1[F:8], predict the reactants needed to synthesize it. The reactants are: [Cl:1][C:2]1[CH:3]=[C:4]([NH:9][C:10]2[C:19]3[C:14](=[CH:15][CH:16]=[C:17](I)[CH:18]=3)[N:13]=[C:12]([C:21]3[CH:22]=[N:23][CH:24]=[CH:25][CH:26]=3)[N:11]=2)[CH:5]=[CH:6][C:7]=1[F:8].[Cl:27][C:28]1[CH:29]=[C:30](B(O)O)[CH:31]=[CH:32][CH:33]=1.[O-]P([O-])([O-])=O.[K+].[K+].[K+].C(OCC)(=O)C. (3) Given the product [ClH:1].[Cl:1][C:2]1[CH:3]=[CH:4][C:5]([CH2:6][C@@H:7]([NH:29][CH:30]2[CH2:35][CH2:34][CH:33]([NH:36][C:37](=[O:39])[CH3:38])[CH2:32][CH2:31]2)[C:8]([N:10]2[CH2:15][CH2:14][C@@H:13]([N:16]([CH:22]3[CH2:27][CH2:26][CH2:25][CH2:24][CH2:23]3)[C:17]([N:19]([CH3:21])[CH3:20])=[O:18])[C@H:12]([CH3:28])[CH2:11]2)=[O:9])=[CH:40][CH:41]=1, predict the reactants needed to synthesize it. The reactants are: [Cl:1][C:2]1[CH:41]=[CH:40][C:5]([CH2:6][C@@H:7]([NH:29][CH:30]2[CH2:35][CH2:34][CH:33]([NH:36][C:37](=[O:39])[CH3:38])[CH2:32][CH2:31]2)[C:8]([N:10]2[CH2:15][CH2:14][C@@H:13]([N:16]([CH:22]3[CH2:27][CH2:26][CH2:25][CH2:24][CH2:23]3)[C:17]([N:19]([CH3:21])[CH3:20])=[O:18])[C@H:12]([CH3:28])[CH2:11]2)=[O:9])=[CH:4][CH:3]=1.Cl. (4) Given the product [Cl:1][C:2]1[CH:9]=[C:8]([C:20]2[C:21]3[CH:28]([CH3:29])[O:27][C:26](=[O:30])[C:22]=3[CH:23]=[N:24][CH:25]=2)[CH:7]=[CH:6][C:3]=1[C:4]#[N:5], predict the reactants needed to synthesize it. The reactants are: [Cl:1][C:2]1[CH:9]=[C:8](B2OC(C)(C)C(C)(C)O2)[CH:7]=[CH:6][C:3]=1[C:4]#[N:5].Br[C:20]1[C:21]2[CH:28]([CH3:29])[O:27][C:26](=[O:30])[C:22]=2[CH:23]=[N:24][CH:25]=1.C(Cl)Cl.C([O-])([O-])=O.[Na+].[Na+]. (5) Given the product [Cl:1][C:2]1[CH:3]=[C:4]([C:12]2[S:16][C:15]([N:17]3[C:25]([CH3:26])=[C:20]4[CH2:21][N:22]([CH2:29][C@@H:28]([OH:27])[C:30]([O:32][CH3:33])=[O:31])[CH2:23][CH2:24][C:19]4=[N:18]3)=[N:14][N:13]=2)[CH:5]=[CH:6][C:7]=1[O:8][CH:9]([CH3:11])[CH3:10], predict the reactants needed to synthesize it. The reactants are: [Cl:1][C:2]1[CH:3]=[C:4]([C:12]2[S:16][C:15]([N:17]3[C:25]([CH3:26])=[C:20]4[CH2:21][NH:22][CH2:23][CH2:24][C:19]4=[N:18]3)=[N:14][N:13]=2)[CH:5]=[CH:6][C:7]=1[O:8][CH:9]([CH3:11])[CH3:10].[O:27]1[CH2:29][C@@H:28]1[C:30]([O:32][CH3:33])=[O:31].CCN(C(C)C)C(C)C. (6) Given the product [F:15][C:16]([F:28])([F:29])[C:17]1[CH:18]=[C:19]([NH:20][C:12]([C:3]2[CH:4]=[CH:5][C:6]3[C:11](=[CH:10][CH:9]=[CH:8][CH:7]=3)[C:2]=2[OH:1])=[O:14])[CH:21]=[C:22]([C:24]([F:25])([F:27])[F:26])[CH:23]=1, predict the reactants needed to synthesize it. The reactants are: [OH:1][C:2]1[C:11]2[C:6](=[CH:7][CH:8]=[CH:9][CH:10]=2)[CH:5]=[CH:4][C:3]=1[C:12]([OH:14])=O.[F:15][C:16]([F:29])([F:28])[C:17]1[CH:18]=[C:19]([CH:21]=[C:22]([C:24]([F:27])([F:26])[F:25])[CH:23]=1)[NH2:20]. (7) Given the product [Cl:1][C:2]([Cl:9])([Cl:8])[CH2:3][O:4][C:5](=[O:6])[NH:27][C:17]1[N:18]([C:20]2[CH:21]=[N:30][C:23]([CH3:26])=[CH:24][CH:25]=2)[N:19]=[C:15]([C:12]2([CH3:11])[CH2:13][CH2:14]2)[CH:16]=1, predict the reactants needed to synthesize it. The reactants are: [Cl:1][C:2]([Cl:9])([Cl:8])[CH2:3][O:4][C:5](Cl)=[O:6].F[C:11](F)(F)[C:12]1([C:15]2[CH:16]=[C:17]([NH2:27])[N:18]([C:20]3[CH:25]=[CH:24][C:23]([CH3:26])=C[CH:21]=3)[N:19]=2)[CH2:14][CH2:13]1.[N:30]1C=CC=CC=1.C(=O)(O)[O-].[Na+]. (8) Given the product [CH3:12][O:11][C:8]([C:4]1[N:3]=[C:2]([NH2:22])[CH:7]=[CH:6][CH:5]=1)([CH3:10])[CH3:9], predict the reactants needed to synthesize it. The reactants are: Br[C:2]1[CH:7]=[CH:6][CH:5]=[C:4]([C:8]([O:11][CH3:12])([CH3:10])[CH3:9])[N:3]=1.[OH-].[NH4+].C([O-])([O-])=O.[K+].[K+].C[N:22](C)CCN. (9) Given the product [CH2:21]([CH:23]([C:26]1[C:27]2[N:28]([C:33]([C:16]3[N:8]4[N:9]=[C:10]([C:12]([F:15])([F:14])[F:13])[CH:11]=[C:6]([CH:3]([CH2:4][CH3:5])[CH2:1][CH3:2])[C:7]4=[N:18][C:17]=3[CH3:19])=[C:34]([CH3:36])[N:35]=2)[N:29]=[C:30]([CH3:32])[CH:31]=1)[CH2:24][CH3:25])[CH3:22], predict the reactants needed to synthesize it. The reactants are: [CH2:1]([CH:3]([C:6]1[C:7]2[N:8]([C:16](I)=[C:17]([CH3:19])[N:18]=2)[N:9]=[C:10]([C:12]([F:15])([F:14])[F:13])[CH:11]=1)[CH2:4][CH3:5])[CH3:2].[CH2:21]([CH:23]([C:26]1[C:27]2[N:28]([CH:33]=[C:34]([CH3:36])[N:35]=2)[N:29]=[C:30]([CH3:32])[CH:31]=1)[CH2:24][CH3:25])[CH3:22]. (10) Given the product [CH:1]12[CH2:10][CH:5]3[CH2:6][CH:7]([CH2:9][CH:3]([CH2:4]3)[CH:2]1[NH:11][C:12](=[O:13])[C:14]1[CH:15]=[CH:16][CH:17]=[C:18]([N:20]3[CH2:21][CH2:22][NH:23][CH2:24][CH2:25]3)[N:19]=1)[CH2:8]2, predict the reactants needed to synthesize it. The reactants are: [CH:1]12[CH2:10][CH:5]3[CH2:6][CH:7]([CH2:9][CH:3]([CH2:4]3)[CH:2]1[NH:11][C:12]([C:14]1[N:19]=[C:18]([N:20]3[CH2:25][CH2:24][N:23](C(OC(C)(C)C)=O)[CH2:22][CH2:21]3)[CH:17]=[CH:16][CH:15]=1)=[O:13])[CH2:8]2.CO.